This data is from NCI-60 drug combinations with 297,098 pairs across 59 cell lines. The task is: Regression. Given two drug SMILES strings and cell line genomic features, predict the synergy score measuring deviation from expected non-interaction effect. (1) Drug 1: CNC(=O)C1=CC=CC=C1SC2=CC3=C(C=C2)C(=NN3)C=CC4=CC=CC=N4. Drug 2: CC(C1=C(C=CC(=C1Cl)F)Cl)OC2=C(N=CC(=C2)C3=CN(N=C3)C4CCNCC4)N. Cell line: CAKI-1. Synergy scores: CSS=24.1, Synergy_ZIP=-4.38, Synergy_Bliss=2.27, Synergy_Loewe=3.57, Synergy_HSA=3.01. (2) Cell line: SN12C. Synergy scores: CSS=27.1, Synergy_ZIP=-10.1, Synergy_Bliss=-2.14, Synergy_Loewe=-6.51, Synergy_HSA=-3.76. Drug 1: C1=C(C(=O)NC(=O)N1)N(CCCl)CCCl. Drug 2: CCCS(=O)(=O)NC1=C(C(=C(C=C1)F)C(=O)C2=CNC3=C2C=C(C=N3)C4=CC=C(C=C4)Cl)F. (3) Drug 1: CC12CCC(CC1=CCC3C2CCC4(C3CC=C4C5=CN=CC=C5)C)O. Drug 2: CC(C1=C(C=CC(=C1Cl)F)Cl)OC2=C(N=CC(=C2)C3=CN(N=C3)C4CCNCC4)N. Cell line: HCT116. Synergy scores: CSS=26.4, Synergy_ZIP=-0.389, Synergy_Bliss=3.62, Synergy_Loewe=-2.48, Synergy_HSA=3.02. (4) Drug 1: C1C(C(OC1N2C=NC3=C(N=C(N=C32)Cl)N)CO)O. Drug 2: C1C(C(OC1N2C=NC(=NC2=O)N)CO)O. Cell line: K-562. Synergy scores: CSS=57.4, Synergy_ZIP=9.52, Synergy_Bliss=8.67, Synergy_Loewe=14.1, Synergy_HSA=14.8. (5) Drug 1: CC1=CC2C(CCC3(C2CCC3(C(=O)C)OC(=O)C)C)C4(C1=CC(=O)CC4)C. Drug 2: C(CCl)NC(=O)N(CCCl)N=O. Cell line: SF-295. Synergy scores: CSS=0.137, Synergy_ZIP=0.598, Synergy_Bliss=-0.226, Synergy_Loewe=-4.53, Synergy_HSA=-3.00. (6) Drug 1: CC1OCC2C(O1)C(C(C(O2)OC3C4COC(=O)C4C(C5=CC6=C(C=C35)OCO6)C7=CC(=C(C(=C7)OC)O)OC)O)O. Drug 2: CC1=CC2C(CCC3(C2CCC3(C(=O)C)OC(=O)C)C)C4(C1=CC(=O)CC4)C. Cell line: RPMI-8226. Synergy scores: CSS=53.4, Synergy_ZIP=7.09, Synergy_Bliss=6.50, Synergy_Loewe=-21.3, Synergy_HSA=8.32. (7) Drug 1: CC1CCCC2(C(O2)CC(NC(=O)CC(C(C(=O)C(C1O)C)(C)C)O)C(=CC3=CSC(=N3)C)C)C. Drug 2: CC1C(C(CC(O1)OC2CC(CC3=C2C(=C4C(=C3O)C(=O)C5=C(C4=O)C(=CC=C5)OC)O)(C(=O)CO)O)N)O.Cl. Cell line: 786-0. Synergy scores: CSS=40.3, Synergy_ZIP=-0.441, Synergy_Bliss=-2.16, Synergy_Loewe=-0.407, Synergy_HSA=-0.857. (8) Drug 1: C1=NC2=C(N=C(N=C2N1C3C(C(C(O3)CO)O)O)F)N. Drug 2: COC1=C2C(=CC3=C1OC=C3)C=CC(=O)O2. Cell line: RXF 393. Synergy scores: CSS=-4.08, Synergy_ZIP=1.65, Synergy_Bliss=-0.335, Synergy_Loewe=-4.49, Synergy_HSA=-3.21.